From a dataset of Forward reaction prediction with 1.9M reactions from USPTO patents (1976-2016). Predict the product of the given reaction. (1) Given the reactants [CH3:1][C:2]1([CH3:10])[CH2:7][C:6](=O)[CH2:5][C:4](=[O:9])[CH2:3]1.[C:11]1([NH:17]N)[CH:16]=[CH:15][CH:14]=[CH:13][CH:12]=1.C(O)(C(F)(F)F)=O, predict the reaction product. The product is: [CH3:10][C:2]1([CH3:1])[CH2:3][C:4](=[O:9])[C:5]2[C:16]3[C:11](=[CH:12][CH:13]=[CH:14][CH:15]=3)[NH:17][C:6]=2[CH2:7]1. (2) Given the reactants [CH3:1][O:2][C:3]1[C:4]([CH2:13][C:14]#[N:15])=[C:5]([CH:10]=[CH:11][CH:12]=1)[C:6]([O:8]C)=[O:7], predict the reaction product. The product is: [C:14]([CH2:13][C:4]1[C:3]([O:2][CH3:1])=[CH:12][CH:11]=[CH:10][C:5]=1[C:6]([OH:8])=[O:7])#[N:15]. (3) Given the reactants Cl.[NH2:2][C:3]1[CH:33]=[CH:32][C:6]2[NH:7][C:8]([C:13]3[C:14](=[O:31])[C:15]([CH3:30])([CH2:24][CH2:25][C@@H:26]([CH3:29])[CH2:27][CH3:28])[C:16]4[C:21]([C:22]=3[OH:23])=[CH:20][CH:19]=[CH:18][CH:17]=4)=[N:9][S:10](=[O:12])(=[O:11])[C:5]=2[CH:4]=1.[S:34](Cl)([CH3:37])(=[O:36])=[O:35].N1C=CC=CC=1, predict the reaction product. The product is: [OH:23][C:22]1[C:21]2[C:16](=[CH:17][CH:18]=[CH:19][CH:20]=2)[C:15]([CH3:30])([CH2:24][CH2:25][C@@H:26]([CH3:29])[CH2:27][CH3:28])[C:14](=[O:31])[C:13]=1[C:8]1[NH:7][C:6]2[CH:32]=[CH:33][C:3]([NH:2][S:34]([CH3:37])(=[O:36])=[O:35])=[CH:4][C:5]=2[S:10](=[O:12])(=[O:11])[N:9]=1. (4) Given the reactants [CH3:1][C:2]1[CH:3]=[C:4]([CH2:7][CH2:8][C:9]2[CH:10]=[C:11]([NH2:14])[NH:12][N:13]=2)[S:5][CH:6]=1.Cl[C:16]1[CH:21]=[CH:20][N:19]=[C:18]([NH:22][CH2:23][C:24]2[O:28][N:27]=[C:26]([CH3:29])[CH:25]=2)[N:17]=1, predict the reaction product. The product is: [CH3:29][C:26]1[CH:25]=[C:24]([CH2:23][NH:22][C:18]2[N:19]=[C:20]([NH:14][C:11]3[NH:12][N:13]=[C:9]([CH2:8][CH2:7][C:4]4[S:5][CH:6]=[C:2]([CH3:1])[CH:3]=4)[CH:10]=3)[CH:21]=[CH:16][N:17]=2)[O:28][N:27]=1. (5) The product is: [Si:1]([O:8][C@H:9]1[CH2:12][N:11]([C:13]2[CH:18]=[N:17][CH:16]=[C:15]([Cl:19])[N:14]=2)[C@@H:10]1[C:20]([OH:22])=[O:21])([C:4]([CH3:7])([CH3:5])[CH3:6])([CH3:2])[CH3:3]. Given the reactants [Si:1]([O:8][C@H:9]1[CH2:12][N:11]([C:13]2[CH:18]=[N:17][CH:16]=[C:15]([Cl:19])[N:14]=2)[C@@H:10]1[C:20]([O:22]C)=[O:21])([C:4]([CH3:7])([CH3:6])[CH3:5])([CH3:3])[CH3:2].[OH-].[Na+].CO, predict the reaction product.